From a dataset of Reaction yield outcomes from USPTO patents with 853,638 reactions. Predict the reaction yield, written as a fraction of the theoretical maximum amount of product (1.0 means a 100% yield; for example, 0.34 means a 34% yield). (1) The reactants are [CH2:1]([O:3][C:4](=[O:13])[C:5]1[CH:10]=[CH:9][C:8](N)=[C:7]([F:12])[CH:6]=1)[CH3:2].C(#N)C.[ClH:17].N([O-])=O.[Na+].[S:22](=[O:24])=[O:23]. The catalyst is CC(O)=O.O.O.[Cu](Cl)Cl.O. The product is [Cl:17][S:22]([C:8]1[CH:9]=[CH:10][C:5]([C:4]([O:3][CH2:1][CH3:2])=[O:13])=[CH:6][C:7]=1[F:12])(=[O:24])=[O:23]. The yield is 0.740. (2) The reactants are [C:1]1([N:11]2[C:15]([SH:16])=[N:14][N:13]=[N:12]2)[C:10]2[C:5](=[CH:6][CH:7]=[CH:8][CH:9]=2)[CH:4]=[CH:3][CH:2]=1.Br[CH2:18][C:19]([O:21][CH2:22][CH3:23])=[O:20].C(=O)([O-])[O-].[K+].[K+].O. The catalyst is CN(C=O)C. The product is [C:1]1([N:11]2[C:15]([S:16][CH2:18][C:19]([O:21][CH2:22][CH3:23])=[O:20])=[N:14][N:13]=[N:12]2)[C:10]2[C:5](=[CH:6][CH:7]=[CH:8][CH:9]=2)[CH:4]=[CH:3][CH:2]=1. The yield is 0.940.